The task is: Predict the product of the given reaction.. This data is from Forward reaction prediction with 1.9M reactions from USPTO patents (1976-2016). (1) Given the reactants P.C([O:4][C:5](=[O:19])[CH2:6][O:7][C:8]1[CH:13]=[CH:12][C:11]([S:14](Cl)(=O)=O)=[CH:10][C:9]=1[Cl:18])C.O, predict the reaction product. The product is: [Cl:18][C:9]1[CH:10]=[C:11]([SH:14])[CH:12]=[CH:13][C:8]=1[O:7][CH2:6][C:5]([OH:19])=[O:4]. (2) Given the reactants [CH:1]1([CH2:4][C:5]([C:7]2[CH:15]=[CH:14][C:13]([O:16][CH3:17])=[CH:12][C:8]=2[C:9](O)=[O:10])=O)[CH2:3][CH2:2]1.O.[NH2:19][NH2:20], predict the reaction product. The product is: [CH:1]1([CH2:4][C:5]2[C:7]3[C:8](=[CH:12][C:13]([O:16][CH3:17])=[CH:14][CH:15]=3)[C:9](=[O:10])[NH:20][N:19]=2)[CH2:3][CH2:2]1. (3) Given the reactants Cl[C:2]1[S:3][C:4]2[CH:10]=[CH:9][CH:8]=[C:7]([O:11][CH3:12])[C:5]=2[N:6]=1.FC(F)(F)C(O)=O.[NH:20]1[CH2:24][CH2:23][CH:22]([CH2:25][O:26][C:27]2[CH:32]=[CH:31][CH:30]=[CH:29][C:28]=2[NH:33][S:34]([C:37]2[CH:42]=[CH:41][CH:40]=[CH:39][N:38]=2)(=[O:36])=[O:35])[CH2:21]1, predict the reaction product. The product is: [CH3:12][O:11][C:7]1[C:5]2[N:6]=[C:2]([N:20]3[CH2:24][CH2:23][CH:22]([CH2:25][O:26][C:27]4[CH:32]=[CH:31][CH:30]=[CH:29][C:28]=4[NH:33][S:34]([C:37]4[CH:42]=[CH:41][CH:40]=[CH:39][N:38]=4)(=[O:35])=[O:36])[CH2:21]3)[S:3][C:4]=2[CH:10]=[CH:9][CH:8]=1. (4) Given the reactants Cl[C:2]1[N:7]=[C:6]([NH:8][C:9]2[CH:13]=[C:12]([CH:14]([F:16])[F:15])[NH:11][N:10]=2)[CH:5]=[CH:4][N:3]=1.Cl.[Cl:18][C:19]1[C:27]2[N:26]=[CH:25][N:24](C3CCCCO3)[C:23]=2[CH:22]=[CH:21][C:20]=1[CH2:34][NH:35][CH3:36].CCN(C(C)C)C(C)C.Cl.O1CCOCC1, predict the reaction product. The product is: [Cl:18][C:19]1[C:27]2[N:26]=[CH:25][NH:24][C:23]=2[CH:22]=[CH:21][C:20]=1[CH2:34][N:35]([CH3:36])[C:2]1[N:7]=[C:6]([NH:8][C:9]2[CH:13]=[C:12]([CH:14]([F:16])[F:15])[NH:11][N:10]=2)[CH:5]=[CH:4][N:3]=1. (5) Given the reactants [F:1][C:2]([F:28])([F:27])[C:3]1[CH:8]=[CH:7][C:6]([C:9]2[C:10]([C:15]([NH:17][C:18]3[CH:19]=[C:20]([C:24](O)=[O:25])[N:21]([CH3:23])[CH:22]=3)=[O:16])=[CH:11][CH:12]=[CH:13][CH:14]=2)=[CH:5][CH:4]=1.[C:29]([C:31]1([C:37]2[CH:42]=[CH:41][CH:40]=[CH:39][CH:38]=2)[CH2:36][CH2:35][NH:34][CH2:33][CH2:32]1)#[N:30].CN(C(ON1N=NC2C=CC=CC1=2)=[N+](C)C)C.[B-](F)(F)(F)F.C(N(CC)CC)C, predict the reaction product. The product is: [C:29]([C:31]1([C:37]2[CH:42]=[CH:41][CH:40]=[CH:39][CH:38]=2)[CH2:32][CH2:33][N:34]([C:24]([C:20]2[N:21]([CH3:23])[CH:22]=[C:18]([NH:17][C:15]([C:10]3[C:9]([C:6]4[CH:7]=[CH:8][C:3]([C:2]([F:1])([F:28])[F:27])=[CH:4][CH:5]=4)=[CH:14][CH:13]=[CH:12][CH:11]=3)=[O:16])[CH:19]=2)=[O:25])[CH2:35][CH2:36]1)#[N:30]. (6) Given the reactants C(O)C.[C:4]([O:8][C:9](=[O:39])[CH2:10][C@@:11]1([C:27]([O:29]CC2C=CC(OC)=CC=2)=[O:28])[C@H:15]([CH3:16])[CH2:14][N:13](C(OCC2C=CC=CC=2)=O)[CH2:12]1)([CH3:7])([CH3:6])[CH3:5], predict the reaction product. The product is: [C:4]([O:8][C:9](=[O:39])[CH2:10][C@@:11]1([C:27]([OH:29])=[O:28])[C@H:15]([CH3:16])[CH2:14][NH:13][CH2:12]1)([CH3:5])([CH3:6])[CH3:7].